This data is from Full USPTO retrosynthesis dataset with 1.9M reactions from patents (1976-2016). The task is: Predict the reactants needed to synthesize the given product. (1) Given the product [Cl:1][C:2]1[CH:3]=[C:4]([C:8]2[N:13]=[C:12]3[CH2:14][CH2:15][CH2:16][C:11]3=[C:10]([NH2:17])[CH:9]=2)[CH:5]=[CH:6][CH:7]=1, predict the reactants needed to synthesize it. The reactants are: [Cl:1][C:2]1[CH:3]=[C:4]([C:8]2[N:13]=[C:12]3[CH2:14][CH2:15][CH2:16][C:11]3=[C:10]([N:17]=C(C3C=CC=CC=3)C3C=CC=CC=3)[CH:9]=2)[CH:5]=[CH:6][CH:7]=1.Cl. (2) Given the product [F:26][C:25]1[CH:24]=[C:23]2[C:19]([CH:20]=[N:21][N:22]2[CH3:27])=[CH:18][C:17]=1[CH:15]([C:12]1[N:10]2[N:11]=[C:6]([C:4](=[O:3])[CH3:5])[CH:7]=[CH:8][C:9]2=[N:14][CH:13]=1)[CH3:16], predict the reactants needed to synthesize it. The reactants are: C([O:3][C:4]([C:6]1[CH:7]=[CH:8][C:9]2[N:10]([C:12]([CH:15]([C:17]3[CH:18]=[C:19]4[C:23](=[CH:24][C:25]=3[F:26])[N:22]([CH3:27])[N:21]=[CH:20]4)[CH3:16])=[CH:13][N:14]=2)[N:11]=1)=[CH2:5])C.Cl.